Dataset: Forward reaction prediction with 1.9M reactions from USPTO patents (1976-2016). Task: Predict the product of the given reaction. (1) Given the reactants [H-].[Na+].[CH2:3]([O:10][CH2:11][CH2:12][OH:13])[C:4]1[CH:9]=[CH:8][CH:7]=[CH:6][CH:5]=1.[Cl:14][C:15]1[CH:20]=[C:19]([N+]([O-])=O)[CH:18]=[CH:17][N:16]=1, predict the reaction product. The product is: [CH2:3]([O:10][CH2:11][CH2:12][O:13][C:19]1[CH:18]=[CH:17][N:16]=[C:15]([Cl:14])[CH:20]=1)[C:4]1[CH:9]=[CH:8][CH:7]=[CH:6][CH:5]=1. (2) Given the reactants [OH:1][C:2]1[CH:10]=[C:9]([N+:11]([O-:13])=[O:12])[CH:8]=[CH:7][C:3]=1[C:4](Cl)=[O:5].[OH:14][CH:15]1[CH2:20][CH2:19][O:18][CH2:17][CH2:16]1, predict the reaction product. The product is: [O:18]1[CH2:19][CH2:20][CH:15]([O:14][C:4](=[O:5])[C:3]2[CH:7]=[CH:8][C:9]([N+:11]([O-:13])=[O:12])=[CH:10][C:2]=2[OH:1])[CH2:16][CH2:17]1. (3) Given the reactants [C:1]([O:5][C:6](=[O:36])[NH:7][C:8]1([C:12]2[CH:17]=[CH:16][C:15]([C:18]3[C:27](=[O:28])[C:26]4[C:21](=[CH:22][CH:23]=[C:24](F)[CH:25]=4)[O:20][C:19]=3[C:30]3[CH:35]=C[CH:33]=[CH:32][CH:31]=3)=[CH:14][CH:13]=2)[CH2:11][CH2:10][CH2:9]1)([CH3:4])([CH3:3])[CH3:2].IC1C(=O)C2C(OC=1C1C=CC=CC=1)=[N:42]C=CC=2, predict the reaction product. The product is: [C:1]([O:5][C:6](=[O:36])[NH:7][C:8]1([C:12]2[CH:17]=[CH:16][C:15]([C:18]3[C:19](=[O:20])[C:30]4[C:35]([O:28][C:27]=3[C:26]3[CH:25]=[CH:24][CH:23]=[CH:22][CH:21]=3)=[N:42][CH:33]=[CH:32][CH:31]=4)=[CH:14][CH:13]=2)[CH2:11][CH2:10][CH2:9]1)([CH3:4])([CH3:3])[CH3:2]. (4) Given the reactants [S:1]1[CH:5]=[N:4][N:3]=[C:2]1[SH:6].[H-].[Na+].[C:9]1([CH:15]([O:22][C:23]([C:25]2[N:26]3[CH:29]([CH2:30][CH2:31][C:32]=2Cl)[C@@H:28]([NH:34][C:35](=[O:65])/[C:36](/[C:58]2[N:59]=[C:60]([NH2:64])[S:61][C:62]=2[Cl:63])=[N:37]\[O:38][C:39]([C:52]2[CH:57]=[CH:56][CH:55]=[CH:54][CH:53]=2)([C:46]2[CH:51]=[CH:50][CH:49]=[CH:48][CH:47]=2)[C:40]2[CH:45]=[CH:44][CH:43]=[CH:42][CH:41]=2)[C:27]3=[O:66])=[O:24])[C:16]2[CH:21]=[CH:20][CH:19]=[CH:18][CH:17]=2)[CH:14]=[CH:13][CH:12]=[CH:11][CH:10]=1, predict the reaction product. The product is: [C:9]1([CH:15]([O:22][C:23]([C:25]2[N:26]3[CH:29]([CH2:30][CH2:31][C:32]=2[S:6][C:2]2[S:1][CH:5]=[N:4][N:3]=2)[C@@H:28]([NH:34][C:35](=[O:65])/[C:36](/[C:58]2[N:59]=[C:60]([NH2:64])[S:61][C:62]=2[Cl:63])=[N:37]\[O:38][C:39]([C:52]2[CH:53]=[CH:54][CH:55]=[CH:56][CH:57]=2)([C:46]2[CH:47]=[CH:48][CH:49]=[CH:50][CH:51]=2)[C:40]2[CH:45]=[CH:44][CH:43]=[CH:42][CH:41]=2)[C:27]3=[O:66])=[O:24])[C:16]2[CH:21]=[CH:20][CH:19]=[CH:18][CH:17]=2)[CH:14]=[CH:13][CH:12]=[CH:11][CH:10]=1. (5) Given the reactants C[O:2][C:3](=[O:29])[CH:4]([NH:19][C:20]1[CH:25]=[CH:24][C:23]([C:26](=[NH:28])[NH2:27])=[CH:22][CH:21]=1)[C:5]1[CH:10]=[CH:9][C:8]([O:11][CH2:12][CH2:13][O:14][CH3:15])=[C:7]([O:16][CH2:17][CH3:18])[CH:6]=1.[OH-].[Na+:31], predict the reaction product. The product is: [C:26]([C:23]1[CH:22]=[CH:21][C:20]([NH:19][CH:4]([C:5]2[CH:10]=[CH:9][C:8]([O:11][CH2:12][CH2:13][O:14][CH3:15])=[C:7]([O:16][CH2:17][CH3:18])[CH:6]=2)[C:3]([O-:29])=[O:2])=[CH:25][CH:24]=1)(=[NH:27])[NH2:28].[Na+:31]. (6) The product is: [Cl:23][C:24]1[CH:31]=[CH:30][CH:29]=[CH:28][C:25]=1[CH2:26][N:17]1[CH:12]2[CH2:13][CH2:14][CH:15]1[CH2:16][C:10](=[C:9]([C:5]1[CH:4]=[CH:3][C:8]([O:36][CH3:35])=[CH:7][CH:6]=1)[C:18]1[CH:22]=[CH:21][S:20][CH:19]=1)[CH2:11]2. Given the reactants CO[C:3]1[CH:4]=[C:5]([C:9]([C:18]2[CH:22]=[CH:21][S:20][CH:19]=2)=[C:10]2[CH2:16][CH:15]3[NH:17][CH:12]([CH2:13][CH2:14]3)[CH2:11]2)[CH:6]=[CH:7][CH:8]=1.[Cl:23][C:24]1[CH:31]=[CH:30][CH:29]=[CH:28][C:25]=1[CH:26]=O.CC1C=CC=CC=1[CH:35]=[O:36], predict the reaction product. (7) Given the reactants [NH2:1][C:2]1[C:7]2=[CH:8][C:9]3[C:10]4[C:15]([C:14](=[O:16])[N:13]([CH2:17][CH2:18][N:19]([CH3:21])[CH3:20])[C:12](=[O:22])[C:11]=4[CH:23]=[CH:24][CH:25]=3)=[C:6]2[CH:5]=[CH:4][CH:3]=1.C1(C)C=CC=CC=1.[OH:33][C:34]1[CH:41]=[CH:40][C:39]([OH:42])=[CH:38][C:35]=1[CH:36]=O, predict the reaction product. The product is: [OH:33][C:34]1[CH:41]=[CH:40][C:39]([OH:42])=[CH:38][C:35]=1/[CH:36]=[N:1]\[C:2]1[C:7]2=[CH:8][C:9]3[C:10]4[C:15]([C:14](=[O:16])[N:13]([CH2:17][CH2:18][N:19]([CH3:20])[CH3:21])[C:12](=[O:22])[C:11]=4[CH:23]=[CH:24][CH:25]=3)=[C:6]2[CH:5]=[CH:4][CH:3]=1.